This data is from Full USPTO retrosynthesis dataset with 1.9M reactions from patents (1976-2016). The task is: Predict the reactants needed to synthesize the given product. (1) Given the product [N:1]1([CH2:6][CH2:7][CH2:8][CH2:9][NH:10][C:11]([C:13]2[CH:18]=[C:17]([O:19][C:20]3[CH:25]=[CH:24][C:23]([OH:26])=[C:22]([N+:27]([O-:29])=[O:28])[CH:21]=3)[CH:16]=[CH:15][N:14]=2)=[O:12])[CH2:5][CH2:4][CH2:3][CH2:2]1, predict the reactants needed to synthesize it. The reactants are: [N:1]1([CH2:6][CH2:7][CH2:8][CH2:9][NH:10][C:11]([C:13]2[CH:18]=[C:17]([O:19][C:20]3[CH:25]=[CH:24][C:23]([OH:26])=[CH:22][CH:21]=3)[CH:16]=[CH:15][N:14]=2)=[O:12])[CH2:5][CH2:4][CH2:3][CH2:2]1.[N+:27]([O-])([OH:29])=[O:28].C([O-])(O)=O.[Na+]. (2) Given the product [Cl:1][C:2]1[CH:3]=[C:4]([N:8]2[CH:12]=[C:11]([C:13]([OH:15])=[O:14])[N:10]=[N:9]2)[CH:5]=[CH:6][CH:7]=1, predict the reactants needed to synthesize it. The reactants are: [Cl:1][C:2]1[CH:3]=[C:4]([N:8]2[CH:12]=[C:11]([C:13]([O:15]CC)=[O:14])[N:10]=[N:9]2)[CH:5]=[CH:6][CH:7]=1.[Li+].[OH-].